Task: Regression. Given a peptide amino acid sequence and an MHC pseudo amino acid sequence, predict their binding affinity value. This is MHC class II binding data.. Dataset: Peptide-MHC class II binding affinity with 134,281 pairs from IEDB (1) The peptide sequence is EKKYFAATQFEPTAA. The MHC is HLA-DPA10301-DPB10402 with pseudo-sequence HLA-DPA10301-DPB10402. The binding affinity (normalized) is 0.835. (2) The peptide sequence is DKYNKQLMVSSCVTS. The MHC is DRB1_0101 with pseudo-sequence DRB1_0101. The binding affinity (normalized) is 0.945. (3) The peptide sequence is ANATVYMIDSVLMPP. The MHC is DRB1_1602 with pseudo-sequence DRB1_1602. The binding affinity (normalized) is 0.552. (4) The MHC is HLA-DQA10102-DQB10602 with pseudo-sequence CNYHQGGGARVAHIMFFGLTYYDVGTETVHVAGI. The binding affinity (normalized) is 0.194. The peptide sequence is KDDIFYYVYGLLHDP. (5) The MHC is HLA-DQA10201-DQB10301 with pseudo-sequence HLA-DQA10201-DQB10301. The peptide sequence is VNMVRRGVRSLSNKIHHHHHH. The binding affinity (normalized) is 0.209. (6) The peptide sequence is EFIAKIQKCLLVVGL. The MHC is DRB1_0101 with pseudo-sequence DRB1_0101. The binding affinity (normalized) is 0.199. (7) The binding affinity (normalized) is 0.404. The MHC is DRB1_0802 with pseudo-sequence DRB1_0802. The peptide sequence is PLSVASMTSPLLTWD.